From a dataset of Experimentally validated miRNA-target interactions with 360,000+ pairs, plus equal number of negative samples. Binary Classification. Given a miRNA mature sequence and a target amino acid sequence, predict their likelihood of interaction. (1) The miRNA is hsa-miR-6082 with sequence GAAUACGUCUGGUUGAUCC. The protein sequence of the target gene is MVTMEELREMDCSVLKRLMNRDENGGGGSAGGNGSGSHGALGLLSGGKCLLLDCRPFLAHSAGYIRGSVNVRCNTIVRRRAKGSVSLEQILPAEEEVRARLRSGLYSAVIVYDERSPRAESLREDSTVSLVVQALRRNAERTDICLLKGGYERFSSEYPEFCSKTKALAAIPPPVPPSTNESLDLGCSSCGTPLHDQGGPVEILPFLYLGSAYHAARRDMLDALGITALLNVSSDCPNHFEGHYQYKCIPVEDNHKADISSWFMEAIEYIDAVKDCRGRVLVHCQAGISRSATICLAYLM.... Result: 0 (no interaction). (2) The miRNA is hsa-miR-491-3p with sequence CUUAUGCAAGAUUCCCUUCUAC. The protein sequence of the target gene is MAKVPELEDTFLQAQPAPQLSPGIQEDCCVQLLGKGLLVYPEETVYLAAEGQPGGEQGGGEKGEDPELPGAVKSEMHLNNGNFSSEEEDADNHDSKTKAADQYLSQKKTITQIVKDKKKQTQLTLQWLEENYIVCEGVCLPRCILYAHYLDFCRKEKLEPACAATFGKTIRQKFPLLTTRRLGTRGHSKYHYYGIGIKESSAYYHSVYSGKGLTRFSGSKLKNEGGFTRKYSLSSKTGTLLPEFPSAQHLVYQGCISKDKVDTLIMMYKTHCQCILDNAINGNFEEIQHFLLHFWQGMPD.... Result: 0 (no interaction). (3) The miRNA is hsa-miR-1285-5p with sequence GAUCUCACUUUGUUGCCCAGG. The protein sequence of the target gene is MSTSSLRRQMKNIVHNYSEAEIKVREATSNDPWGPSSSLMSEIADLTYNVVAFSEIMSMIWKRLNDHGKNWRHVYKAMTLMEYLIKTGSERVSQQCKENMYAVQTLKDFQYVDRDGKDQGVNVREKAKQLVALLRDEDRLREERAHALKTKEKLAQTATASSAAVGSGPPPEAEQAWPQSSGEEELQLQLALAMSKEEADQPPSCGPEDDVQLQLALSLSREEHDKEERIRRGDDLRLQMAIEESKRETGGKEESSLMDLADVFTTPAPPQASDPWGGPASVPTAVPVAAAASDPWGGPA.... Result: 0 (no interaction).